Dataset: Full USPTO retrosynthesis dataset with 1.9M reactions from patents (1976-2016). Task: Predict the reactants needed to synthesize the given product. (1) Given the product [Cl:20][C:13]1[CH:14]=[C:15]([C:18]2[O:1][N:2]=[C:3]([C:4]3[CH:5]=[N:6][CH:7]=[CH:8][CH:9]=3)[CH:19]=2)[CH:16]=[CH:17][C:12]=1[Cl:11], predict the reactants needed to synthesize it. The reactants are: [OH:1][N:2]=[C:3](Cl)[C:4]1[CH:9]=[CH:8][CH:7]=[N:6][CH:5]=1.[Cl:11][C:12]1[CH:17]=[CH:16][C:15]([C:18]#[CH:19])=[CH:14][C:13]=1[Cl:20].N. (2) Given the product [CH2:12]([O:11][C:2]1[C:7]([O:8][CH3:9])=[CH:6][CH:5]=[C:4]([I:10])[N:3]=1)[CH3:13], predict the reactants needed to synthesize it. The reactants are: Br[C:2]1[C:7]([O:8][CH3:9])=[CH:6][CH:5]=[C:4]([I:10])[N:3]=1.[O-:11][CH2:12][CH3:13].[Na+].